This data is from Reaction yield outcomes from USPTO patents with 853,638 reactions. The task is: Predict the reaction yield, written as a fraction of the theoretical maximum amount of product (1.0 means a 100% yield; for example, 0.34 means a 34% yield). The reactants are C([N:8]1[CH2:13][CH2:12][N:11]([CH2:14][C:15]([NH:17][CH3:18])=[O:16])[CH2:10][CH2:9]1)C1C=CC=CC=1. The catalyst is [Pd].CCO. The product is [CH3:18][NH:17][C:15](=[O:16])[CH2:14][N:11]1[CH2:10][CH2:9][NH:8][CH2:13][CH2:12]1. The yield is 0.989.